Task: Predict the reaction yield, written as a fraction of the theoretical maximum amount of product (1.0 means a 100% yield; for example, 0.34 means a 34% yield).. Dataset: Reaction yield outcomes from USPTO patents with 853,638 reactions The reactants are [CH2:1]([C:3]1[NH:7][C:6]([C:8]([C:10]2[CH:17]=[CH:16][C:13]([C:14]#[N:15])=[CH:12][CH:11]=2)=[O:9])=[CH:5][CH:4]=1)[CH3:2].[H-].[Na+].[NH2:20]OC1C=CC([N+]([O-])=O)=CC=1[N+]([O-])=O. The catalyst is CN(C)C=O. The product is [NH2:20][N:7]1[C:3]([CH2:1][CH3:2])=[CH:4][CH:5]=[C:6]1[C:8]([C:10]1[CH:11]=[CH:12][C:13]([C:14]#[N:15])=[CH:16][CH:17]=1)=[O:9]. The yield is 0.607.